From a dataset of Full USPTO retrosynthesis dataset with 1.9M reactions from patents (1976-2016). Predict the reactants needed to synthesize the given product. (1) The reactants are: [CH3:1][N:2]([CH3:33])[C:3]1[C:12]2[C:7](=[CH:8][CH:9]=[CH:10][CH:11]=2)[N:6]=[C:5]([NH:13][C@@H:14]2[CH2:19][CH2:18][C@H:17]([CH2:20][NH:21][C:22](=[O:32])[C:23]3[CH:28]=[CH:27][CH:26]=[C:25]([N+:29]([O-])=O)[CH:24]=3)[CH2:16][CH2:15]2)[N:4]=1. Given the product [NH2:29][C:25]1[CH:24]=[C:23]([CH:28]=[CH:27][CH:26]=1)[C:22]([NH:21][CH2:20][C@H:17]1[CH2:18][CH2:19][C@@H:14]([NH:13][C:5]2[N:4]=[C:3]([N:2]([CH3:33])[CH3:1])[C:12]3[C:7](=[CH:8][CH:9]=[CH:10][CH:11]=3)[N:6]=2)[CH2:15][CH2:16]1)=[O:32], predict the reactants needed to synthesize it. (2) Given the product [F:16][C:17]([F:24])([F:23])[C:18]([C:15]1[C:10]([F:9])=[N:11][CH:12]=[CH:13][CH:14]=1)=[O:19], predict the reactants needed to synthesize it. The reactants are: C([N-]C(C)C)(C)C.[Li+].[F:9][C:10]1[CH:15]=[CH:14][CH:13]=[CH:12][N:11]=1.[F:16][C:17]([F:24])([F:23])[C:18](OCC)=[O:19].Cl. (3) Given the product [F:20][C:19]([F:22])([F:21])[C:17]([NH:1][C:2]1[CH:6]=[CH:5][S:4][C:3]=1[C:7]([O:9][CH3:10])=[O:8])=[O:18], predict the reactants needed to synthesize it. The reactants are: [NH2:1][C:2]1[CH:6]=[CH:5][S:4][C:3]=1[C:7]([O:9][CH3:10])=[O:8].N1C=CC=CC=1.[C:17](O[C:17]([C:19]([F:22])([F:21])[F:20])=[O:18])([C:19]([F:22])([F:21])[F:20])=[O:18]. (4) Given the product [C:39]([O:38][C:36]([N:35]1[CH2:30][CH2:31][CH:32]([CH2:51][O:14][C:8]2[CH:7]=[C:6]3[C:11]([C:2]([Cl:1])=[N:3][CH:4]=[N:5]3)=[CH:10][C:9]=2[O:12][CH3:13])[CH2:33][CH2:28]1)=[O:37])([CH3:42])([CH3:41])[CH3:40], predict the reactants needed to synthesize it. The reactants are: [Cl:1][C:2]1[C:11]2[C:6](=[CH:7][C:8]([OH:14])=[C:9]([O:12][CH3:13])[CH:10]=2)[N:5]=[CH:4][N:3]=1.[C:32]1(P([C:28]2[CH:33]=[CH:32][CH:31]=[CH:30]C=2)[C:32]2[CH:33]=[CH:28]C=[CH:30][CH:31]=2)[CH:33]=[CH:28]C=[CH:30][CH:31]=1.[N:35]([C:36]([O:38][C:39]([CH3:42])([CH3:41])[CH3:40])=[O:37])=[N:35][C:36]([O:38][C:39]([CH3:42])([CH3:41])[CH3:40])=[O:37].Cl[CH2:51]Cl. (5) Given the product [Si:44]([O:43][C@H:24]1[CH2:23][C@@H:22]2[C@:34]([CH3:42])([CH2:35][CH2:36][C@H:37]3[C@H:21]2[CH2:20][CH:19]=[C:18]2[C@:38]3([CH3:41])[CH2:39][CH2:40][C@H:16]([OH:15])[CH2:17]2)[C@H:25]1[C@H:26]([CH3:33])[CH2:27][CH2:28][CH2:29][CH:30]([CH3:32])[CH3:31])([C:47]([CH3:48])([CH3:49])[CH3:50])([CH3:45])[CH3:46], predict the reactants needed to synthesize it. The reactants are: [H-].[Al+3].[Li+].[H-].[H-].[H-].C([O:15][C@H:16]1[CH2:40][CH2:39][C@@:38]2([CH3:41])[C:18](=[CH:19][CH2:20][C@@H:21]3[C@@H:37]2[CH2:36][CH2:35][C@@:34]2([CH3:42])[C@H:22]3[CH2:23][C@H:24]([O:43][Si:44]([C:47]([CH3:50])([CH3:49])[CH3:48])([CH3:46])[CH3:45])[C@@H:25]2[C@H:26]([CH3:33])[CH2:27][CH2:28][CH2:29][CH:30]([CH3:32])[CH3:31])[CH2:17]1)(=O)C1C=CC=CC=1.O. (6) Given the product [Cl-:1].[C:25]([C:22]1[CH:23]=[CH:24][C:19]([N:15]2[C:14]([C:12]3[C:11]([CH3:27])=[C:10]([C:28]4[CH:33]=[CH:32][CH:31]=[C:30]([C:34]([F:37])([F:36])[F:35])[CH:29]=4)[C:9]4[N:8]([N:7]=[C:6]([NH:5][C:3]([CH2:2][N+:40]5([CH3:39])[CH2:45][CH2:44][N:43]([CH3:46])[CH2:42][CH2:41]5)=[O:4])[N:38]=4)[CH:13]=3)=[CH:18][CH:17]=[N:16]2)=[CH:20][CH:21]=1)#[N:26], predict the reactants needed to synthesize it. The reactants are: [Cl:1][CH2:2][C:3]([NH:5][C:6]1[N:38]=[C:9]2[C:10]([C:28]3[CH:33]=[CH:32][CH:31]=[C:30]([C:34]([F:37])([F:36])[F:35])[CH:29]=3)=[C:11]([CH3:27])[C:12]([C:14]3[N:15]([C:19]4[CH:24]=[CH:23][C:22]([C:25]#[N:26])=[CH:21][CH:20]=4)[N:16]=[CH:17][CH:18]=3)=[CH:13][N:8]2[N:7]=1)=[O:4].[CH3:39][N:40]1[CH2:45][CH2:44][N:43]([CH3:46])[CH2:42][CH2:41]1.